Dataset: CYP2D6 inhibition data for predicting drug metabolism from PubChem BioAssay. Task: Regression/Classification. Given a drug SMILES string, predict its absorption, distribution, metabolism, or excretion properties. Task type varies by dataset: regression for continuous measurements (e.g., permeability, clearance, half-life) or binary classification for categorical outcomes (e.g., BBB penetration, CYP inhibition). Dataset: cyp2d6_veith. (1) The compound is CN(C)CCNCCN. The result is 0 (non-inhibitor). (2) The compound is COc1ccc(C(=O)c2ccc(OC)c(OC)c2)cc1OC. The result is 0 (non-inhibitor).